From a dataset of Full USPTO retrosynthesis dataset with 1.9M reactions from patents (1976-2016). Predict the reactants needed to synthesize the given product. (1) Given the product [CH3:27][O:26][C:23]1[CH:24]=[CH:25][C:20]([C:17]2([C:14]3[N:12]4[N:13]=[C:8]([C:5]5[CH:6]=[CH:7][C:2]([N:28]6[CH2:32][CH2:31][CH2:30][C:29]6=[O:33])=[CH:3][CH:4]=5)[CH:9]=[N:10][C:11]4=[N:16][N:15]=3)[CH2:19][CH2:18]2)=[CH:21][CH:22]=1, predict the reactants needed to synthesize it. The reactants are: Br[C:2]1[CH:7]=[CH:6][C:5]([C:8]2[CH:9]=[N:10][C:11]3[N:12]([C:14]([C:17]4([C:20]5[CH:25]=[CH:24][C:23]([O:26][CH3:27])=[CH:22][CH:21]=5)[CH2:19][CH2:18]4)=[N:15][N:16]=3)[N:13]=2)=[CH:4][CH:3]=1.[NH:28]1[CH2:32][CH2:31][CH2:30][C:29]1=[O:33].CN[C@H]1CCCC[C@@H]1NC.C(=O)([O-])[O-].[K+].[K+].C(=O)=O.CC(C)=O. (2) Given the product [CH2:18]([O:17][CH:4]([O:3][CH2:1][CH3:2])[CH2:5][N:6]1[C:10]([NH:11][C:21]2[CH:26]=[C:25]([N+:27]([O-:29])=[O:28])[CH:24]=[CH:23][C:22]=2[CH3:30])=[CH:9][C:8]([C:12]2[S:16][CH:15]=[N:14][CH:13]=2)=[N:7]1)[CH3:19], predict the reactants needed to synthesize it. The reactants are: [CH2:1]([O:3][CH:4]([O:17][CH2:18][CH3:19])[CH2:5][N:6]1[C:10]([NH2:11])=[CH:9][C:8]([C:12]2[S:16][CH:15]=[N:14][CH:13]=2)=[N:7]1)[CH3:2].Br[C:21]1[CH:26]=[C:25]([N+:27]([O-:29])=[O:28])[CH:24]=[CH:23][C:22]=1[CH3:30].CC1(C)C2C(=C(P(C3C=CC=CC=3)C3C=CC=CC=3)C=CC=2)OC2C(P(C3C=CC=CC=3)C3C=CC=CC=3)=CC=CC1=2.C(=O)([O-])[O-].[Cs+].[Cs+]. (3) Given the product [C:17]([CH:2]([OH:1])[CH2:3][CH:4]1[CH2:5][CH2:6][N:7]([C:10]([O:12][C:13]([CH3:16])([CH3:15])[CH3:14])=[O:11])[CH2:8][CH2:9]1)#[N:18], predict the reactants needed to synthesize it. The reactants are: [O:1]=[CH:2][CH2:3][CH:4]1[CH2:9][CH2:8][N:7]([C:10]([O:12][C:13]([CH3:16])([CH3:15])[CH3:14])=[O:11])[CH2:6][CH2:5]1.[C-:17]#[N:18].[Na+]. (4) Given the product [CH2:22]([NH:24][C:25]([NH:19][C:18]1[CH:20]=[CH:21][C:15]([C:14]2[CH:13]=[CH:12][S:11][C:10]=2[C:9]2[CH:8]=[CH:7][N:6]=[C:5]3[NH:1][CH:2]=[CH:3][C:4]=23)=[CH:16][CH:17]=1)=[O:26])[CH3:23], predict the reactants needed to synthesize it. The reactants are: [NH:1]1[C:5]2=[N:6][CH:7]=[CH:8][C:9]([C:10]3[S:11][CH:12]=[CH:13][C:14]=3[C:15]3[CH:21]=[CH:20][C:18]([NH2:19])=[CH:17][CH:16]=3)=[C:4]2[CH:3]=[CH:2]1.[CH2:22]([N:24]=[C:25]=[O:26])[CH3:23]. (5) The reactants are: C([O:3][C:4]([C:6]1([C:11]2[N:12]=[C:13]([NH:16][CH3:17])[S:14][CH:15]=2)[CH:10]=[CH:9][O:8][NH:7]1)=[O:5])C.[OH-].[Na+].Cl. Given the product [CH3:17][NH:16][C:13]1[S:14][CH:15]=[C:11]([C:6]2([C:4]([OH:5])=[O:3])[CH:10]=[CH:9][O:8][NH:7]2)[N:12]=1, predict the reactants needed to synthesize it. (6) Given the product [I:17][C:18]1[CH:19]=[CH:20][C:21]([O:24][CH3:25])=[C:22]([C:6]23[CH2:15][CH:10]4[CH2:11][CH:12]([CH2:14][CH:8]([CH2:9]4)[CH2:7]2)[CH2:13]3)[CH:23]=1, predict the reactants needed to synthesize it. The reactants are: S(=O)(=O)(O)O.[C:6]12(O)[CH2:15][CH:10]3[CH2:11][CH:12]([CH2:14][CH:8]([CH2:9]3)[CH2:7]1)[CH2:13]2.[I:17][C:18]1[CH:23]=[CH:22][C:21]([O:24][CH3:25])=[CH:20][CH:19]=1.C(=O)(O)[O-].[Na+]. (7) Given the product [F:39][C:25]1[CH:26]=[C:27]([C:2]2[CH:7]=[N:6][CH:5]=[C:4]3[S:8][C:9]([C:11]([NH2:13])=[O:12])=[CH:10][C:3]=23)[CH:28]=[CH:29][C:24]=1[NH:23][C:21]1[O:22][C:18]2[CH:17]=[CH:16][C:15]([F:14])=[CH:40][C:19]=2[N:20]=1, predict the reactants needed to synthesize it. The reactants are: Br[C:2]1[CH:7]=[N:6][CH:5]=[C:4]2[S:8][C:9]([C:11]([NH2:13])=[O:12])=[CH:10][C:3]=12.[F:14][C:15]1[CH:16]=[CH:17][C:18]2[O:22][C:21]([NH:23][C:24]3[CH:29]=[CH:28][C:27](B4OC(C)(C)C(C)(C)O4)=[CH:26][C:25]=3[F:39])=[N:20][C:19]=2[CH:40]=1.F[B-](F)(F)F.C([PH+](C(C)(C)C)C(C)(C)C)(C)(C)C.C(=O)([O-])[O-].[Na+].[Na+]. (8) Given the product [CH3:1][C:2]1[O:6][C:5]([N:7]([CH2:20][C:21]2[CH:40]=[CH:39][C:24]([CH2:25][O:26][C:27]3[CH:32]=[CH:31][C:30]([CH2:33][CH2:34][C:35]([O:37][CH3:38])=[O:36])=[CH:29][CH:28]=3)=[CH:23][CH:22]=2)[CH2:8][CH2:9][CH3:10])=[N:4][C:3]=1[C:11]1[CH:16]=[CH:15][CH:14]=[CH:13][CH:12]=1, predict the reactants needed to synthesize it. The reactants are: [CH3:1][C:2]1[O:6][C:5]([NH:7][CH2:8][CH2:9][CH3:10])=[N:4][C:3]=1[C:11]1[CH:16]=[CH:15][CH:14]=[CH:13][CH:12]=1.[H-].[Na+].Cl[CH2:20][C:21]1[CH:40]=[CH:39][C:24]([CH2:25][O:26][C:27]2[CH:32]=[CH:31][C:30]([CH2:33][CH2:34][C:35]([O:37][CH3:38])=[O:36])=[CH:29][CH:28]=2)=[CH:23][CH:22]=1.O. (9) The reactants are: [N-:1]=[N+:2]=[N-:3].[Na+].[CH2:5]([C@@H:12]1[CH2:16][O:15][C:14](=[O:17])[N:13]1[C:18](=[O:23])[CH2:19][CH2:20][CH2:21]Br)[C:6]1[CH:11]=[CH:10][CH:9]=[CH:8][CH:7]=1.[Cl-].[Na+].C(OCC)(=O)C. Given the product [N:1]([CH2:21][CH2:20][CH2:19][C:18]([N:13]1[C@H:12]([CH2:5][C:6]2[CH:11]=[CH:10][CH:9]=[CH:8][CH:7]=2)[CH2:16][O:15][C:14]1=[O:17])=[O:23])=[N+:2]=[N-:3], predict the reactants needed to synthesize it.